The task is: Regression. Given a peptide amino acid sequence and an MHC pseudo amino acid sequence, predict their binding affinity value. This is MHC class II binding data.. This data is from Peptide-MHC class II binding affinity with 134,281 pairs from IEDB. (1) The peptide sequence is AALAAAAGVPPADKY. The MHC is HLA-DPA10103-DPB10401 with pseudo-sequence HLA-DPA10103-DPB10401. The binding affinity (normalized) is 0.152. (2) The peptide sequence is RSALILRGSVAHKSC. The MHC is DRB1_1501 with pseudo-sequence DRB1_1501. The binding affinity (normalized) is 0.558. (3) The peptide sequence is DLIFLARSALILRGS. The MHC is DRB1_0401 with pseudo-sequence DRB1_0401. The binding affinity (normalized) is 0.468. (4) The peptide sequence is DHTNFKYNYSVIEGG. The MHC is HLA-DQA10401-DQB10402 with pseudo-sequence HLA-DQA10401-DQB10402. The binding affinity (normalized) is 0.215.